From a dataset of NCI-60 drug combinations with 297,098 pairs across 59 cell lines. Regression. Given two drug SMILES strings and cell line genomic features, predict the synergy score measuring deviation from expected non-interaction effect. Drug 1: CC1OCC2C(O1)C(C(C(O2)OC3C4COC(=O)C4C(C5=CC6=C(C=C35)OCO6)C7=CC(=C(C(=C7)OC)O)OC)O)O. Drug 2: CCN(CC)CCCC(C)NC1=C2C=C(C=CC2=NC3=C1C=CC(=C3)Cl)OC. Cell line: MDA-MB-435. Synergy scores: CSS=20.7, Synergy_ZIP=-4.78, Synergy_Bliss=1.24, Synergy_Loewe=-0.0117, Synergy_HSA=0.595.